This data is from Full USPTO retrosynthesis dataset with 1.9M reactions from patents (1976-2016). The task is: Predict the reactants needed to synthesize the given product. (1) Given the product [F:1][C:2]([F:11])([F:12])[O:3][C:4]1[CH:10]=[C:9]([C:16]([OH:17])([C:18]([F:21])([F:20])[F:19])[C:15]([F:23])([F:22])[F:14])[CH:8]=[CH:7][C:5]=1[NH2:6], predict the reactants needed to synthesize it. The reactants are: [F:1][C:2]([F:12])([F:11])[O:3][C:4]1[CH:10]=[CH:9][CH:8]=[CH:7][C:5]=1[NH2:6].O.[F:14][C:15]([F:23])([F:22])[C:16]([C:18]([F:21])([F:20])[F:19])=[O:17].C(=O)([O-])O.[Na+]. (2) Given the product [C:1]1([CH2:7][CH2:8][C:9]([O:11][CH2:12][CH3:13])=[O:10])[CH2:6][CH2:5][CH2:4][CH2:3][CH:2]=1, predict the reactants needed to synthesize it. The reactants are: [C:1]1([CH2:7][CH2:8][C:9]([O:11][CH2:12][CH2:13]CC)=[O:10])[CH2:6][CH2:5][CH2:4][CH2:3][CH:2]=1.CS(O)(=O)=O.C([O-])([O-])=O.[Na+].[Na+]. (3) Given the product [CH3:1][C:2]1[N:3]=[CH:4][C:5]([CH:8]([N:31]2[CH2:36][CH2:35][O:34][CH2:33][CH2:32]2)[CH2:9][NH:10][C:11]([C:13]2[C:14]([Cl:30])=[C:15]3[C:19](=[C:20]([O:22][CH2:23][CH2:24][OH:25])[CH:21]=2)[NH:18][CH:17]=[CH:16]3)=[O:12])=[CH:6][N:7]=1, predict the reactants needed to synthesize it. The reactants are: [CH3:1][C:2]1[N:7]=[CH:6][C:5]([CH:8]([N:31]2[CH2:36][CH2:35][O:34][CH2:33][CH2:32]2)[CH2:9][NH:10][C:11]([C:13]2[C:14]([Cl:30])=[C:15]3[C:19](=[C:20]([O:22][CH2:23][CH2:24][O:25]C(C)(C)C)[CH:21]=2)[NH:18][CH:17]=[CH:16]3)=[O:12])=[CH:4][N:3]=1.C(O)(C(F)(F)F)=O. (4) Given the product [C:16]1([C:13]2[N:1]=[C:2]([C:3]([O:5][CH2:6][CH3:7])=[O:4])[N:9]=[N:10][CH:14]=2)[CH:21]=[CH:20][CH:19]=[CH:18][CH:17]=1, predict the reactants needed to synthesize it. The reactants are: [NH2:1][C:2](=S)[C:3]([O:5][CH2:6][CH3:7])=[O:4].[NH2:9][NH2:10].O.O=[C:13]([C:16]1[CH:21]=[CH:20][CH:19]=[CH:18][CH:17]=1)[CH:14]=O. (5) Given the product [CH2:1]([O:8][C:9]1[CH:10]=[CH:11][C:12]([C:20]([F:23])([F:22])[F:21])=[C:13]2[C:17]=1[N:16]([C:25]1[CH:30]=[CH:29][CH:28]=[CH:27][C:26]=1[N+:31]([O-:33])=[O:32])[CH2:15][C:14]2([CH3:19])[CH3:18])[C:2]1[CH:3]=[CH:4][CH:5]=[CH:6][CH:7]=1, predict the reactants needed to synthesize it. The reactants are: [CH2:1]([O:8][C:9]1[CH:10]=[CH:11][C:12]([C:20]([F:23])([F:22])[F:21])=[C:13]2[C:17]=1[NH:16][CH2:15][C:14]2([CH3:19])[CH3:18])[C:2]1[CH:7]=[CH:6][CH:5]=[CH:4][CH:3]=1.Br[C:25]1[CH:30]=[CH:29][CH:28]=[CH:27][C:26]=1[N+:31]([O-:33])=[O:32].C1C=CC(P(C2C(C3C(P(C4C=CC=CC=4)C4C=CC=CC=4)=CC=C4C=3C=CC=C4)=C3C(C=CC=C3)=CC=2)C2C=CC=CC=2)=CC=1.C([O-])([O-])=O.[Cs+].[Cs+]. (6) Given the product [CH3:1][O:2][C:3]1[CH:4]=[CH:5][C:6]([CH2:7][O:8][C:9]2[C:14]([O:15][CH2:16][C:17]3[CH:22]=[CH:21][C:20]([O:23][CH3:24])=[CH:19][CH:18]=3)=[CH:13][N:12]=[C:11]([CH2:25][NH2:26])[CH:10]=2)=[CH:37][CH:38]=1, predict the reactants needed to synthesize it. The reactants are: [CH3:1][O:2][C:3]1[CH:38]=[CH:37][C:6]([CH2:7][O:8][C:9]2[C:14]([O:15][CH2:16][C:17]3[CH:22]=[CH:21][C:20]([O:23][CH3:24])=[CH:19][CH:18]=3)=[CH:13][N:12]=[C:11]([CH2:25][N:26]3C(=O)C4C(=CC=CC=4)C3=O)[CH:10]=2)=[CH:5][CH:4]=1.O.NN.CCOCC.C1(=O)C2C(=CC=CC=2)C(=O)NN1. (7) Given the product [C:3]([O:7][C:8]([NH:10][CH2:11][C@H:12]1[CH2:17][CH2:16][C@H:15]([C:18]([NH:20][C@H:21]([C:42](=[O:55])[NH:43][C:44]2[CH:49]=[CH:48][C:47]([C:50]3[N:51]=[N:52][NH:53][N:54]=3)=[CH:46][CH:45]=2)[CH2:22][C:23]2[CH:28]=[CH:27][C:26]([C:29]3[C:34]([CH2:35][CH3:36])=[CH:33][CH:32]=[C:31]([C:37]([OH:39])=[O:38])[CH:30]=3)=[CH:25][CH:24]=2)=[O:19])[CH2:14][CH2:13]1)=[O:9])([CH3:4])([CH3:5])[CH3:6], predict the reactants needed to synthesize it. The reactants are: [OH-].[Li+].[C:3]([O:7][C:8]([NH:10][CH2:11][C@H:12]1[CH2:17][CH2:16][C@H:15]([C:18]([NH:20][C@H:21]([C:42](=[O:55])[NH:43][C:44]2[CH:49]=[CH:48][C:47]([C:50]3[N:51]=[N:52][NH:53][N:54]=3)=[CH:46][CH:45]=2)[CH2:22][C:23]2[CH:28]=[CH:27][C:26]([C:29]3[C:34]([CH2:35][CH3:36])=[CH:33][CH:32]=[C:31]([C:37]([O:39]CC)=[O:38])[CH:30]=3)=[CH:25][CH:24]=2)=[O:19])[CH2:14][CH2:13]1)=[O:9])([CH3:6])([CH3:5])[CH3:4].O1CCCC1.Cl.